This data is from Reaction yield outcomes from USPTO patents with 853,638 reactions. The task is: Predict the reaction yield, written as a fraction of the theoretical maximum amount of product (1.0 means a 100% yield; for example, 0.34 means a 34% yield). (1) The reactants are [C:1]([O:5][C:6]([N:8]1[C:13]2[CH:14]=[C:15]([Cl:21])[C:16]([O:18][CH2:19][CH3:20])=[CH:17][C:12]=2[O:11][CH:10]([C:22]([OH:24])=O)[CH2:9]1)=[O:7])([CH3:4])([CH3:3])[CH3:2].CCN=C=NCCCN(C)C.[CH:36]1[CH:37]=[CH:38]C2N(O)N=N[C:40]=2[CH:41]=1.CCN(C(C)C)C(C)C.[CH2:55]([O:57][C:58]([C:60]1([CH2:66][C:67]2[CH:72]=[CH:71][C:70]([F:73])=[CH:69][CH:68]=2)[CH2:65][CH2:64][NH:63][CH2:62][CH2:61]1)=[O:59])[CH3:56]. The catalyst is CN(C=O)C. The product is [C:1]([O:5][C:6]([N:8]1[C:13]2[CH:14]=[C:15]([Cl:21])[C:16]([O:18][CH2:19][C:20]3[CH:38]=[CH:37][CH:36]=[CH:41][CH:40]=3)=[CH:17][C:12]=2[O:11][CH:10]([C:22]([N:63]2[CH2:62][CH2:61][C:60]([C:58]([O:57][CH2:55][CH3:56])=[O:59])([CH2:66][C:67]3[CH:68]=[CH:69][C:70]([F:73])=[CH:71][CH:72]=3)[CH2:65][CH2:64]2)=[O:24])[CH2:9]1)=[O:7])([CH3:4])([CH3:2])[CH3:3]. The yield is 0.734. (2) The reactants are [NH2:1][CH2:2][C@@H:3]1[C@@H:11]([C@@:12]2([CH3:21])[CH2:17][CH2:16][C@H:15]([OH:18])[CH2:14][C@@H:13]2[CH2:19][OH:20])[CH2:10][CH2:9][C@@:8]2([CH3:22])[C@H:4]1[CH2:5][CH2:6][C:7]2=[CH2:23].[C:24]1([CH3:32])[CH:29]=[CH:28][C:27]([CH:30]=O)=[CH:26][CH:25]=1.[BH4-].[Na+]. The catalyst is CO.C1COCC1.CO. The product is [OH:20][CH2:19][C@@H:13]1[C@@:12]([CH3:21])([C@H:11]2[CH2:10][CH2:9][C@@:8]3([CH3:22])[C@@H:4]([CH2:5][CH2:6][C:7]3=[CH2:23])[C@@H:3]2[CH2:2][NH:1][CH2:32][C:24]2[CH:29]=[CH:28][C:27]([CH3:30])=[CH:26][CH:25]=2)[CH2:17][CH2:16][C@H:15]([OH:18])[CH2:14]1. The yield is 0.630. (3) The reactants are C(OC([N:11]1[CH2:19][C:18]2[C:13](=[CH:14][CH:15]=[C:16]([CH2:20]O)[CH:17]=2)[CH2:12]1)=O)C1C=CC=CC=1.[CH3:22][N:23]1[CH2:28][CH2:27][NH:26][CH2:25][CH2:24]1.C(O[BH-](OC(=O)C)OC(=O)C)(=O)C.[Na+].[ClH:43].C([O-])([O-])=O.[K+].[K+]. The catalyst is C(Cl)Cl.[O-2].[O-2].[Mn+4].O.C(O)(=O)C. The product is [ClH:43].[ClH:43].[ClH:43].[CH3:22][N:23]1[CH2:28][CH2:27][N:26]([CH2:20][C:16]2[CH:17]=[C:18]3[C:13](=[CH:14][CH:15]=2)[CH2:12][NH:11][CH2:19]3)[CH2:25][CH2:24]1. The yield is 0.700. (4) The reactants are [Cl:1][C:2]1[CH:3]=[CH:4][N:5]2[C:10]=1[C:9](=[O:11])[CH:8](C(OCC)=O)[C:7](=[O:17])[NH:6]2.[OH-].[Na+]. The catalyst is O1CCOCC1.O. The product is [Cl:1][C:2]1[CH:3]=[CH:4][N:5]2[C:10]=1[C:9]([OH:11])=[CH:8][C:7]([OH:17])=[N:6]2. The yield is 0.790. (5) The reactants are C([O:8][C:9]([C@@H:11]1[CH2:14][CH2:13][N:12]1[C:15](=[O:31])[C@@H:16]([CH2:27][CH:28]([CH3:30])[CH3:29])[NH:17][S:18]([C:21]1[CH:26]=[CH:25][CH:24]=[CH:23][CH:22]=1)(=[O:20])=[O:19])=[O:10])C1C=CC=CC=1.[H][H]. The catalyst is CO.[C].[Pd]. The product is [C:21]1([S:18]([NH:17][C@@H:16]([C:15]([N:12]2[CH2:13][CH2:14][C@H:11]2[C:9]([OH:10])=[O:8])=[O:31])[CH2:27][CH:28]([CH3:30])[CH3:29])(=[O:20])=[O:19])[CH:22]=[CH:23][CH:24]=[CH:25][CH:26]=1. The yield is 0.990. (6) The product is [CH3:33][O:32][CH2:31][C@H:30]([CH3:34])[O:29][C:14]1[CH:13]=[C:12]([C:9]2[NH:8][C:7]([C:5]3[O:6][C:2]([CH3:35])([CH3:36])[CH2:3][N:4]=3)=[CH:11][CH:10]=2)[CH:17]=[C:16]([O:18][C:19]2[CH:20]=[CH:21][C:22]([S:25]([CH3:28])(=[O:26])=[O:27])=[CH:23][CH:24]=2)[CH:15]=1. The reactants are O[C:2]([CH3:36])([CH3:35])[CH2:3][NH:4][C:5]([C:7]1[NH:8][C:9]([C:12]2[CH:17]=[C:16]([O:18][C:19]3[CH:24]=[CH:23][C:22]([S:25]([CH3:28])(=[O:27])=[O:26])=[CH:21][CH:20]=3)[CH:15]=[C:14]([O:29][C@@H:30]([CH3:34])[CH2:31][O:32][CH3:33])[CH:13]=2)=[CH:10][CH:11]=1)=[O:6].CS(O)(=O)=O.C(N(CC)CC)C.C(=O)([O-])O.[Na+]. The yield is 0.630. The catalyst is O1CCCC1. (7) The reactants are O[CH2:2][C:3](=[CH2:9])[C:4]([O:6][CH2:7][CH3:8])=[O:5].[NH:10]1[CH:14]=[CH:13][CH:12]=[N:11]1.C(=O)([O-])[O-].[K+].[K+]. The catalyst is C(#N)C. The yield is 0.180. The product is [N:10]1([CH2:2][C:3](=[CH2:9])[C:4]([O:6][CH2:7][CH3:8])=[O:5])[CH:14]=[CH:13][CH:12]=[N:11]1. (8) The reactants are CC[O-].[Na+].[S:5]1[CH:9]=[CH:8][CH:7]=[C:6]1[CH:10]=O.[C:12]([O:21]CC)(=[O:20])[CH2:13][CH2:14][C:15]([O:17][CH2:18][CH3:19])=[O:16]. The catalyst is C(O)C. The product is [CH2:18]([O:17][C:15]([C:14](=[CH:10][C:6]1[S:5][CH:9]=[CH:8][CH:7]=1)[CH2:13][C:12]([OH:21])=[O:20])=[O:16])[CH3:19]. The yield is 0.490. (9) The reactants are [NH2:1][C:2]1[CH:14]=[CH:13][C:5]([CH:6]=[CH:7][C:8]([O:10][CH2:11][CH3:12])=[O:9])=[CH:4][CH:3]=1.[N:15]1[CH:20]=[CH:19]C=CC=1.[OH-].[Na+].[C:23]([O-:26])(O)=O.[Na+].[CH2:28](Cl)Cl. No catalyst specified. The product is [NH2:15][C:20]([CH3:19])([CH3:28])[C:23]([NH:1][C:2]1[CH:3]=[CH:4][C:5](/[CH:6]=[CH:7]/[C:8]([O:10][CH2:11][CH3:12])=[O:9])=[CH:13][CH:14]=1)=[O:26]. The yield is 1.01.